Dataset: Catalyst prediction with 721,799 reactions and 888 catalyst types from USPTO. Task: Predict which catalyst facilitates the given reaction. (1) Reactant: F[C:2]1[CH:7]=[CH:6][C:5]([N+:8]([O-:10])=[O:9])=[CH:4][C:3]=1[CH3:11].[OH:12][CH:13]([CH2:16][OH:17])[CH2:14][NH2:15].C([O-])([O-])=O.[K+].[K+]. Product: [N+:8]([C:5]1[CH:6]=[CH:7][C:2]([NH:15][CH2:14][CH:13]([OH:12])[CH2:16][OH:17])=[C:3]([CH3:11])[CH:4]=1)([O-:10])=[O:9]. The catalyst class is: 60. (2) Reactant: [C:1]([C:5]1[N:10]=[C:9]([C:11]([CH3:14])([CH3:13])[CH3:12])[CH:8]=[C:7]([N:15]2[CH2:20][CH2:19][N:18]([CH2:21][CH2:22][CH2:23][S:24][C:25]3[N:29]([CH3:30])[C:28]([CH3:31])=[N:27][N:26]=3)[CH2:17][CH2:16]2)[N:6]=1)([CH3:4])([CH3:3])[CH3:2].[S:32](=[O:36])(=[O:35])([OH:34])[OH:33].C(OCC)(=O)C. Product: [S:32]([OH:36])([OH:35])(=[O:34])=[O:33].[C:1]([C:5]1[N:10]=[C:9]([C:11]([CH3:13])([CH3:12])[CH3:14])[CH:8]=[C:7]([N:15]2[CH2:16][CH2:17][N:18]([CH2:21][CH2:22][CH2:23][S:24][C:25]3[N:29]([CH3:30])[C:28]([CH3:31])=[N:27][N:26]=3)[CH2:19][CH2:20]2)[N:6]=1)([CH3:2])([CH3:3])[CH3:4]. The catalyst class is: 32.